Predict the product of the given reaction. From a dataset of Forward reaction prediction with 1.9M reactions from USPTO patents (1976-2016). (1) Given the reactants [CH3:1][N:2]1[C:10]2[C:5](=[CH:6][CH:7]=[CH:8][CH:9]=2)[C:4]([C:11]([OH:13])=O)=[N:3]1.CN(C=O)C.C(Cl)(=O)C(Cl)=O.[NH2:25][C:26]1[CH:31]=[CH:30][C:29]([CH2:32][C:33]([O:35][CH3:36])=[O:34])=[CH:28][C:27]=1[Cl:37].C(N(CC)CC)C, predict the reaction product. The product is: [Cl:37][C:27]1[CH:28]=[C:29]([CH2:32][C:33]([O:35][CH3:36])=[O:34])[CH:30]=[CH:31][C:26]=1[NH:25][C:11]([C:4]1[C:5]2[C:10](=[CH:9][CH:8]=[CH:7][CH:6]=2)[N:2]([CH3:1])[N:3]=1)=[O:13]. (2) Given the reactants Br[C:2]1[CH:3]=[CH:4][C:5]2[C:11]3[N:12]=[C:13]([NH:15][C:16]([CH3:20])([CH3:19])[CH2:17][OH:18])[S:14][C:10]=3[CH2:9][CH2:8][O:7][C:6]=2[CH:21]=1.[CH3:22][C:23]([OH:40])([CH3:39])[CH2:24][N:25]1[CH:29]=[C:28](B2OC(C)(C)C(C)(C)O2)[CH:27]=[N:26]1, predict the reaction product. The product is: [OH:40][C:23]([CH3:39])([CH3:22])[CH2:24][N:25]1[CH:29]=[C:28]([C:2]2[CH:3]=[CH:4][C:5]3[C:11]4[N:12]=[C:13]([NH:15][C:16]([CH3:20])([CH3:19])[CH2:17][OH:18])[S:14][C:10]=4[CH2:9][CH2:8][O:7][C:6]=3[CH:21]=2)[CH:27]=[N:26]1. (3) Given the reactants [C:1]1([C:7]2[O:11][C:10]([CH2:12][C:13]3[CH:18]=[CH:17][C:16]([OH:19])=[CH:15][CH:14]=3)=[CH:9][CH:8]=2)[CH:6]=[CH:5][CH:4]=[CH:3][CH:2]=1.C(OC([N:27]1[CH2:31][CH2:30][CH2:29][C@@H:28]1[CH2:32]OS(C1C=CC(C)=CC=1)(=O)=O)=O)(C)(C)C, predict the reaction product. The product is: [C:1]1([C:7]2[O:11][C:10]([CH2:12][C:13]3[CH:14]=[CH:15][C:16]([O:19][CH2:32][C@H:28]4[CH2:29][CH2:30][CH2:31][NH:27]4)=[CH:17][CH:18]=3)=[CH:9][CH:8]=2)[CH:2]=[CH:3][CH:4]=[CH:5][CH:6]=1. (4) Given the reactants Cl.[C@H:2]12[CH2:8][C@H:5]([NH:6][CH2:7]1)[CH2:4][N:3]2[C:9]([C@@:11]1([CH2:25][CH3:26])[CH2:15][CH2:14][C@@H:13]([NH:16][C@@H:17]2[CH2:22][CH2:21][O:20][CH2:19][C@H:18]2[O:23][CH3:24])[CH2:12]1)=[O:10].C(N(CC)CC)C.Cl[C:35]1[CH:40]=[C:39]([C:41]([F:44])([F:43])[F:42])[CH:38]=[CH:37][N:36]=1, predict the reaction product. The product is: [CH2:25]([C@:11]1([C:9]([N:3]2[CH2:4][C@@H:5]3[CH2:8][C@H:2]2[CH2:7][N:6]3[C:35]2[CH:40]=[C:39]([C:41]([F:44])([F:43])[F:42])[CH:38]=[CH:37][N:36]=2)=[O:10])[CH2:15][CH2:14][C@@H:13]([NH:16][C@@H:17]2[C@H:18]([O:23][CH3:24])[CH2:19][O:20][CH2:21][CH2:22]2)[CH2:12]1)[CH3:26]. (5) Given the reactants [C:1]1([S:7]([NH:10][C:11](=[S:20])[CH:12]=[CH:13]C2C=CC=CC=2)(=[O:9])=[O:8])[CH:6]=[CH:5][CH:4]=[CH:3][CH:2]=1.[C:21]1(C)[CH:26]=[CH:25][CH:24]=[CH:23][CH:22]=1.S(Cl)(Cl)=O, predict the reaction product. The product is: [C:1]1([S:7]([N:10]=[C:11]([S:20][C:21]2[CH:22]=[CH:23][CH:24]=[CH:25][CH:26]=2)[CH:12]=[CH:13][S:7][C:1]2[CH:6]=[CH:5][CH:4]=[CH:3][CH:2]=2)(=[O:8])=[O:9])[CH:2]=[CH:3][CH:4]=[CH:5][CH:6]=1. (6) Given the reactants [Br:1][C:2]1[CH:7]=[CH:6][C:5]([O:8][CH:9]2[CH2:14][CH2:13][NH:12][CH2:11][CH2:10]2)=[CH:4][CH:3]=1.C1([O:21][C:22]([O:24][CH2:25][C:26]([O:28][CH2:29][CH3:30])=[O:27])=O)C=CC=CC=1, predict the reaction product. The product is: [Br:1][C:2]1[CH:7]=[CH:6][C:5]([O:8][CH:9]2[CH2:14][CH2:13][N:12]([C:22]([O:24][CH2:25][C:26]([O:28][CH2:29][CH3:30])=[O:27])=[O:21])[CH2:11][CH2:10]2)=[CH:4][CH:3]=1.